Dataset: Forward reaction prediction with 1.9M reactions from USPTO patents (1976-2016). Task: Predict the product of the given reaction. (1) Given the reactants [CH:1]1[C:10]2[C:5](=[CH:6][CH:7]=[CH:8][CH:9]=2)[CH:4]=[CH:3][N:2]=1.[CH3:11][N:12]1[C:20]2[C:15](=[CH:16][CH:17]=[CH:18][CH:19]=2)[C:14](=[O:21])[C:13]1=[O:22].FC(F)(F)S(O[C:29]1[C:38]2[C:33](=[CH:34][CH:35]=[CH:36][CH:37]=2)[CH:32]=[CH:31][C:30]=1[Si](C)(C)C)(=O)=O.[F-].[K+].O1CCOCCOCCOCCOCCOCC1, predict the reaction product. The product is: [CH3:11][N:12]1[C:20]2[C:15](=[CH:16][CH:17]=[CH:18][CH:19]=2)[C:14]2([O:21][CH:1]3[C:10]4[C:5]([CH:4]=[CH:3][N:2]3[C:36]3[CH:35]=[CH:34][C:33]5[CH:32]=[CH:31][CH:30]=[CH:29][C:38]=5[C:37]2=3)=[CH:6][CH:7]=[CH:8][CH:9]=4)[C:13]1=[O:22]. (2) The product is: [Cl:26][C:11]1[S:10][C:4]2=[N:5][CH:6]=[C:7]([C:8]#[N:9])[C:2]([Cl:1])=[C:3]2[CH:12]=1. Given the reactants [Cl:1][C:2]1[C:7]([C:8]#[N:9])=[CH:6][N:5]=[C:4]2[S:10][CH:11]=[CH:12][C:3]=12.[Li+].CC([N-]C(C)C)C.CN(C)S([Cl:26])(=O)=O, predict the reaction product. (3) Given the reactants [CH2:1]([O:3][C:4](=[O:17])[C:5]1[CH:10]=[C:9](I)[C:8]([O:12][CH2:13][O:14][CH3:15])=[C:7](Br)[CH:6]=1)[CH3:2].C(O[C:21](=O)[C:22]1[CH:27]=[C:26](Br)[C:25](OCOC)=[C:24](Br)[CH:23]=1)C, predict the reaction product. The product is: [CH2:1]([O:3][C:4](=[O:17])[C:5]1[CH:10]=[C:9]([C:7]2[CH:8]=[CH:9][CH:10]=[C:5]([CH3:4])[CH:6]=2)[C:8]([O:12][CH2:13][O:14][CH3:15])=[C:7]([C:26]2[CH:25]=[CH:24][CH:23]=[C:22]([CH3:21])[CH:27]=2)[CH:6]=1)[CH3:2]. (4) Given the reactants [CH2:1]([O:3][C:4](=[O:21])[CH2:5][S:6]([C:9]1[CH:14]=[CH:13][C:12]([O:15][CH2:16][CH2:17][CH:18]([CH3:20])[CH3:19])=[CH:11][CH:10]=1)(=[O:8])=[O:7])[CH3:2].[CH2:22]([N:26]([CH2:30][CH2:31]Cl)[CH2:27][CH2:28]Cl)[CH2:23][CH2:24][CH3:25].C([O:35][C:36]([C:38]1([S:48]([C:51]2[CH:56]=[CH:55][CH:54]=[CH:53][C:52]=2[O:57][CH2:58][CH2:59][CH:60]([CH3:62])[CH3:61])(=[O:50])=[O:49])[CH2:43][CH2:42][N:41]([CH2:44][CH2:45][CH2:46][CH3:47])[CH2:40][CH2:39]1)=[O:37])C, predict the reaction product. The product is: [CH2:1]([O:3][C:4]([C:5]1([S:6]([C:9]2[CH:10]=[CH:11][C:12]([O:15][CH2:16][CH2:17][CH:18]([CH3:20])[CH3:19])=[CH:13][CH:14]=2)(=[O:7])=[O:8])[CH2:31][CH2:30][N:26]([CH2:22][CH2:23][CH2:24][CH3:25])[CH2:27][CH2:28]1)=[O:21])[CH3:2].[CH2:44]([N:41]1[CH2:42][CH2:43][C:38]([S:48]([C:51]2[CH:56]=[CH:55][CH:54]=[CH:53][C:52]=2[O:57][CH2:58][CH2:59][CH:60]([CH3:61])[CH3:62])(=[O:50])=[O:49])([C:36]([OH:37])=[O:35])[CH2:39][CH2:40]1)[CH2:45][CH2:46][CH3:47]. (5) Given the reactants [N:1]1[CH:6]=[CH:5][CH:4]=[C:3]([C:7]2[S:8][C:9]([C:12](Cl)=[O:13])=[CH:10][N:11]=2)[CH:2]=1.C(N(CC)CC)C.Cl.[CH3:23][O:24][NH:25][CH3:26], predict the reaction product. The product is: [CH3:23][O:24][N:25]([CH3:26])[C:12]([C:9]1[S:8][C:7]([C:3]2[CH:2]=[N:1][CH:6]=[CH:5][CH:4]=2)=[N:11][CH:10]=1)=[O:13]. (6) The product is: [Br:1][C:2]1[CH:11]=[C:10]([CH2:12][OH:13])[C:9]([C:16]2[CH:21]=[CH:20][CH:19]=[C:18]([F:22])[CH:17]=2)=[C:8]2[C:3]=1[CH:4]=[CH:5][CH:6]=[N:7]2. Given the reactants [Br:1][C:2]1[CH:11]=[C:10]([C:12](OC)=[O:13])[C:9]([C:16]2[CH:21]=[CH:20][CH:19]=[C:18]([F:22])[CH:17]=2)=[C:8]2[C:3]=1[CH:4]=[CH:5][CH:6]=[N:7]2.[AlH4-].[Li+], predict the reaction product. (7) Given the reactants Br[C:2]1[CH:7]=[CH:6][C:5]([C@@H:8]2[C@@H:10]([C:11]3[CH:16]=[CH:15][CH:14]=[CH:13][CH:12]=3)[C@H:9]2[C:17]([O:19][CH3:20])=[O:18])=[CH:4][CH:3]=1.[CH3:21][N:22]1[CH2:27][CH2:26][O:25][C:24]2[CH:28]=[C:29](B3OC(C)(C)C(C)(C)O3)[CH:30]=[CH:31][C:23]1=2, predict the reaction product. The product is: [CH3:20][O:19][C:17]([C@@H:9]1[C@H:10]([C:11]2[CH:16]=[CH:15][CH:14]=[CH:13][CH:12]=2)[C@H:8]1[C:5]1[CH:6]=[CH:7][C:2]([C:29]2[CH:30]=[CH:31][C:23]3[N:22]([CH3:21])[CH2:27][CH2:26][O:25][C:24]=3[CH:28]=2)=[CH:3][CH:4]=1)=[O:18]. (8) The product is: [CH3:11][N:8]1[CH:9]=[CH:10][C:5]([C:3]([OH:4])=[O:2])=[CH:6][C:7]1=[O:12]. Given the reactants C[O:2][C:3]([C:5]1[CH:10]=[CH:9][N:8]([CH3:11])[C:7](=[O:12])[CH:6]=1)=[O:4].O.[OH-].[Li+].Cl, predict the reaction product.